The task is: Predict the reactants needed to synthesize the given product.. This data is from Full USPTO retrosynthesis dataset with 1.9M reactions from patents (1976-2016). (1) Given the product [CH:1]1([C:7]2[CH:8]=[CH:9][C:10]([CH:13]3[CH2:19][CH:14]3[C:15]([O:17][CH3:18])=[O:16])=[CH:11][CH:12]=2)[CH2:2][CH2:3][CH2:4][CH2:5][CH2:6]1, predict the reactants needed to synthesize it. The reactants are: [CH:1]1([C:7]2[CH:12]=[CH:11][C:10](/[CH:13]=[CH:14]/[C:15]([O:17][CH3:18])=[O:16])=[CH:9][CH:8]=2)[CH2:6][CH2:5][CH2:4][CH2:3][CH2:2]1.[CH3:19]S(C)(=O)=C. (2) Given the product [CH2:17]([O:16][C:13]1[CH:14]=[CH:15][C:8]2[C:7]([C:3]3[CH:2]=[N:1][CH:6]=[CH:5][CH:4]=3)=[CH:11][S:10][C:9]=2[CH:12]=1)[CH2:18][CH2:19][CH3:20], predict the reactants needed to synthesize it. The reactants are: [N:1]1[CH:6]=[CH:5][CH:4]=[C:3]([C:7]2[C:8]3[CH:15]=[CH:14][C:13]([OH:16])=[CH:12][C:9]=3[S:10][CH:11]=2)[CH:2]=1.[CH2:17](I)[CH2:18][CH2:19][CH3:20].C(=O)([O-])[O-].[K+].[K+]. (3) The reactants are: FC(F)(F)S(O[C:7]1[C:8]2[CH:25]=[CH:24][N:23](S(C(F)(F)F)(=O)=O)[C:9]=2[N:10]=[C:11]([NH:13][C:14]2[CH:19]=[CH:18][C:17]([C:20]([NH2:22])=[O:21])=[CH:16][CH:15]=2)[N:12]=1)(=O)=O.[C:35](=O)([O-:37])[O-:36].[K+].[K+].[CH:41]([NH2:44])([CH3:43])[CH3:42].[OH-].[Na+].Cl. Given the product [CH:35]([OH:37])=[O:36].[CH3:42][CH:41]([NH:44][C:7]1[N:12]=[C:11]([NH:13][C:14]2[CH:19]=[CH:18][C:17]([C:20]([NH2:22])=[O:21])=[CH:16][CH:15]=2)[NH:10][C:9]2=[N:23][CH:24]=[CH:25][C:8]=12)[CH3:43], predict the reactants needed to synthesize it. (4) The reactants are: C(OC([NH:8][C:9]1[S:13][C:12]([C:14]2[C:19]([F:20])=[CH:18][CH:17]=[CH:16][C:15]=2[F:21])=[N:11][C:10]=1[C:22]([NH:24][C:25]1[CH:29]=[N:28][N:27]([CH3:30])[C:26]=1[CH:31]1[CH2:37][O:36][CH2:35][CH:34]([NH:38]C(=O)OC(C)(C)C)[CH2:33][CH2:32]1)=[O:23])=O)(C)(C)C.Cl. Given the product [NH2:8][C:9]1[S:13][C:12]([C:14]2[C:15]([F:21])=[CH:16][CH:17]=[CH:18][C:19]=2[F:20])=[N:11][C:10]=1[C:22]([NH:24][C:25]1[CH:29]=[N:28][N:27]([CH3:30])[C:26]=1[CH:31]1[CH2:32][CH2:33][CH:34]([NH2:38])[CH2:35][O:36][CH2:37]1)=[O:23], predict the reactants needed to synthesize it.